This data is from Catalyst prediction with 721,799 reactions and 888 catalyst types from USPTO. The task is: Predict which catalyst facilitates the given reaction. (1) Reactant: [CH3:1][C:2]#[N:3].[Li]CCCC.[F:9][C:10]([F:19])([F:18])[C:11]([CH3:17])([CH3:16])[C:12](OC)=[O:13]. Product: [F:9][C:10]([F:19])([F:18])[C:11]([CH3:17])([CH3:16])[C:12](=[O:13])[CH2:1][C:2]#[N:3]. The catalyst class is: 1. (2) Reactant: [CH2:1]([S:4][C:5]1[S:6][C:7]([C:17]([NH2:19])=[O:18])=[C:8]2[C:16]=1[C:15]1[NH:14][N:13]=[CH:12][C:11]=1[CH2:10][CH2:9]2)[CH2:2][CH3:3].[H-].[Na+].[CH3:22][S:23](Cl)(=[O:25])=[O:24].C(O)(=O)CC(CC(O)=O)(C(O)=O)O. Product: [CH3:22][S:23]([N:13]1[CH:12]=[C:11]2[C:15]([C:16]3[C:8](=[C:7]([C:17]([NH2:19])=[O:18])[S:6][C:5]=3[S:4][CH2:1][CH2:2][CH3:3])[CH2:9][CH2:10]2)=[N:14]1)(=[O:25])=[O:24]. The catalyst class is: 3. (3) Reactant: [OH-].[Na+].[C:11](O[C:11]([O:13][C:14]([CH3:17])([CH3:16])[CH3:15])=[O:12])([O:13][C:14]([CH3:17])([CH3:16])[CH3:15])=[O:12].[CH2:18]([CH:20]1[NH:25][CH2:24][CH2:23][N:22]([C:26]2[CH:31]=[CH:30][C:29]([N+:32]([O-:34])=[O:33])=[CH:28][C:27]=2[F:35])[CH2:21]1)[CH3:19].O. Product: [C:14]([O:13][C:11]([N:25]1[CH2:24][CH2:23][N:22]([C:26]2[CH:31]=[CH:30][C:29]([N+:32]([O-:34])=[O:33])=[CH:28][C:27]=2[F:35])[CH2:21][CH:20]1[CH2:18][CH3:19])=[O:12])([CH3:15])([CH3:16])[CH3:17]. The catalyst class is: 7. (4) Reactant: C[O:2][C:3]([C:5]1[S:6][CH:7]=[CH:8][C:9]=1[S:10](=[O:22])(=[O:21])[N:11]([CH2:18][O:19][CH3:20])[C:12]1[CH:17]=[CH:16][CH:15]=[CH:14][CH:13]=1)=[O:4].[OH-].[Na+]. Product: [CH3:20][O:19][CH2:18][N:11]([C:12]1[CH:17]=[CH:16][CH:15]=[CH:14][CH:13]=1)[S:10]([C:9]1[CH:8]=[CH:7][S:6][C:5]=1[C:3]([OH:4])=[O:2])(=[O:22])=[O:21]. The catalyst class is: 24. (5) Reactant: Cl.[N+:2]([C:5]1[CH:12]=[CH:11][C:8]([CH2:9][NH2:10])=[CH:7][CH:6]=1)([O-:4])=[O:3].C(N(CC)CC)C.CC1C=CC=C2C=1N=C(Cl)N=C2Cl.ClC1N=C(Cl)C2C(=CC=CC=2)N=1. Product: [N+:2]([C:5]1[CH:6]=[CH:7][C:8]([CH2:9][NH2:10])=[CH:11][CH:12]=1)([O-:4])=[O:3]. The catalyst class is: 22. (6) Reactant: [CH:1]([O:4][C:5]1[CH:9]=[C:8]([CH2:10][CH2:11][C:12]([O:14][CH2:15][CH3:16])=[O:13])[NH:7][N:6]=1)([CH3:3])[CH3:2].[H-].[Na+].[F:19][C:20]1[CH:27]=[C:26]([F:28])[CH:25]=[CH:24][C:21]=1[CH2:22]Br.Cl. Product: [F:19][C:20]1[CH:27]=[C:26]([F:28])[CH:25]=[CH:24][C:21]=1[CH2:22][N:7]1[C:8]([CH2:10][CH2:11][C:12]([O:14][CH2:15][CH3:16])=[O:13])=[CH:9][C:5]([O:4][CH:1]([CH3:3])[CH3:2])=[N:6]1. The catalyst class is: 9. (7) Reactant: C([O:4][CH:5](OC(C)C)[C:6]([CH3:27])([CH3:26])[C:7](=[O:25])[C@H:8]([CH3:24])[C@@H:9]([O:15][C:16]([O:18][CH2:19][C:20]([Cl:23])([Cl:22])[Cl:21])=[O:17])[C@@H:10]([CH3:14])[CH2:11][CH:12]=[CH2:13])(C)C.O.C1(C)C=CC(S(O)(=O)=O)=CC=1.C([O-])(O)=O.[Na+]. Product: [O:25]=[C:7]([C@H:8]([CH3:24])[C@@H:9]([O:15][C:16]([O:18][CH2:19][C:20]([Cl:21])([Cl:22])[Cl:23])=[O:17])[C@@H:10]([CH3:14])[CH2:11][CH:12]=[CH2:13])[C:6]([CH3:27])([CH3:26])[CH:5]=[O:4]. The catalyst class is: 20. (8) Reactant: [OH:1][C:2]1[C:11]2[C:6](=[CH:7][C:8]([O:12][CH3:13])=[CH:9][CH:10]=2)[N:5]=[CH:4][C:3]=1C(O)=O. Product: [CH3:13][O:12][C:8]1[CH:7]=[C:6]2[C:11]([C:2]([OH:1])=[CH:3][CH:4]=[N:5]2)=[CH:10][CH:9]=1. The catalyst class is: 736. (9) Reactant: ClCCl.[NH2:4][C:5]1[CH:10]=[CH:9][C:8]([C:11]2[NH:15][C:14]([CH:16]3[N:24]4[C:19](=[CH:20][C:21]([C:26]5[CH:31]=[C:30]([Cl:32])[CH:29]=[CH:28][C:27]=5[N:33]5[CH:37]=[N:36][N:35]=[N:34]5)=[CH:22][C:23]4=[O:25])[CH2:18][CH2:17]3)=[N:13][CH:12]=2)=[CH:7][CH:6]=1.Cl[C:39]([O:41][CH2:42][CH3:43])=[O:40]. Product: [CH2:42]([O:41][C:39](=[O:40])[NH:4][C:5]1[CH:6]=[CH:7][C:8]([C:11]2[NH:15][C:14]([CH:16]3[N:24]4[C:19](=[CH:20][C:21]([C:26]5[CH:31]=[C:30]([Cl:32])[CH:29]=[CH:28][C:27]=5[N:33]5[CH:37]=[N:36][N:35]=[N:34]5)=[CH:22][C:23]4=[O:25])[CH2:18][CH2:17]3)=[N:13][CH:12]=2)=[CH:9][CH:10]=1)[CH3:43]. The catalyst class is: 17. (10) Reactant: [Br:1][C:2]1[CH:7]=[CH:6][C:5]([C:8](=[O:15])[CH2:9][C:10]([O:12][CH2:13][CH3:14])=[O:11])=[CH:4][CH:3]=1.C1C(=O)N(Br)C(=O)C1.BrC(C(C1C=CC(Br)=CC=1)=O)C(OCC)=O.[C:40]([N:47]1[CH2:54][CH2:53][CH2:52][C@H:48]1[C:49]([OH:51])=[O:50])([O:42][C:43]([CH3:46])([CH3:45])[CH3:44])=[O:41].CCN(C(C)C)C(C)C. Product: [N:47]1([C:40]([O:42][C:43]([CH3:46])([CH3:45])[CH3:44])=[O:41])[CH2:54][CH2:53][CH2:52][CH:48]1[C:49]([O:51][C@H:9]([C:10]([O:12][CH2:13][CH3:14])=[O:11])[C:8]([C:5]1[CH:4]=[CH:3][C:2]([Br:1])=[CH:7][CH:6]=1)=[O:15])=[O:50]. The catalyst class is: 643.